Dataset: Forward reaction prediction with 1.9M reactions from USPTO patents (1976-2016). Task: Predict the product of the given reaction. (1) Given the reactants Br[C:2]1[C:11]2[C:6](=[CH:7][CH:8]=[CH:9][CH:10]=2)[C:5]([O:12][CH3:13])=[CH:4][CH:3]=1.[Li]CCCC.CCCCCC.[B:25](OC(C)C)([O:30]C(C)C)[O:26]C(C)C.Cl, predict the reaction product. The product is: [CH3:13][O:12][C:5]1[C:6]2[C:11](=[CH:10][CH:9]=[CH:8][CH:7]=2)[C:2]([B:25]([OH:30])[OH:26])=[CH:3][CH:4]=1. (2) Given the reactants [NH:1]1[C:5]2=[CH:6][N:7]=[CH:8][CH:9]=[C:4]2[C:3]([C:10](=O)[CH3:11])=[CH:2]1.C(O)(C(F)(F)F)=O, predict the reaction product. The product is: [CH2:10]([C:3]1[C:4]2[C:5](=[CH:6][N:7]=[CH:8][CH:9]=2)[NH:1][CH:2]=1)[CH3:11]. (3) The product is: [C:1]([O:4][C@@H:5]1[C@@H:19]([O:20][C:21](=[O:23])[CH3:22])[C@H:18]([O:24][C:25](=[O:27])[CH3:26])[CH2:17][S:16][C@H:6]1[O:7][C:8]1[CH:13]=[CH:12][C:11]([C:33]2[C:29]([CH3:28])=[N:30][O:31][C:32]=2[CH3:37])=[CH:10][C:9]=1[F:15])(=[O:3])[CH3:2]. Given the reactants [C:1]([O:4][C@@H:5]1[C@@H:19]([O:20][C:21](=[O:23])[CH3:22])[C@H:18]([O:24][C:25](=[O:27])[CH3:26])[CH2:17][S:16][C@H:6]1[O:7][C:8]1[CH:13]=[CH:12][C:11](Br)=[CH:10][C:9]=1[F:15])(=[O:3])[CH3:2].[CH3:28][C:29]1[C:33](B(O)O)=[C:32]([CH3:37])[O:31][N:30]=1, predict the reaction product. (4) Given the reactants [CH3:1][C:2]1[CH:7]=[CH:6][N:5]=[C:4]([Br:8])[CH:3]=1.C(O[CH:14](N(C)C)[N:15]([CH3:17])[CH3:16])(C)(C)C, predict the reaction product. The product is: [CH3:1][C:2]1[CH:7]=[CH:6][N:5]=[C:4]([Br:8])[CH:3]=1.[Br:8][C:4]1[CH:3]=[C:2](/[CH:1]=[CH:14]/[N:15]([CH3:17])[CH3:16])[CH:7]=[CH:6][N:5]=1. (5) Given the reactants [CH3:1][N:2]1[C:6]([C:7]([NH:9][CH2:10][CH2:11][N:12]2[CH2:17][CH2:16][O:15][CH2:14][CH2:13]2)=[O:8])=[CH:5][N:4]=[CH:3]1.N#C[Br:20].[Al], predict the reaction product. The product is: [Br:20][C:3]1[N:2]([CH3:1])[C:6]([C:7]([NH:9][CH2:10][CH2:11][N:12]2[CH2:17][CH2:16][O:15][CH2:14][CH2:13]2)=[O:8])=[CH:5][N:4]=1. (6) Given the reactants [Cl:1][C:2]1[C:3]([C:28]2[S:32][C:31]([C:33]3([O:37][CH2:38][O:39][CH3:40])[CH2:36][CH2:35][CH2:34]3)=[N:30][CH:29]=2)=[C:4]2[CH:10]=[C:9]([C:11]3[CH:16]=[CH:15][C:14]([OH:17])=[CH:13][CH:12]=3)[N:8]([S:18]([C:21]3[CH:27]=[CH:26][C:24]([CH3:25])=[CH:23][CH:22]=3)(=[O:20])=[O:19])[C:5]2=[N:6][CH:7]=1.[O:41]1[CH2:45][CH2:44][CH:43](O)[CH2:42]1.C1(P(C2C=CC=CC=2)C2C=CC=CC=2)C=CC=CC=1.N(C(OC(C)C)=O)=NC(OC(C)C)=O, predict the reaction product. The product is: [Cl:1][C:2]1[C:3]([C:28]2[S:32][C:31]([C:33]3([O:37][CH2:38][O:39][CH3:40])[CH2:36][CH2:35][CH2:34]3)=[N:30][CH:29]=2)=[C:4]2[CH:10]=[C:9]([C:11]3[CH:16]=[CH:15][C:14]([O:17][CH:43]4[CH2:44][CH2:45][O:41][CH2:42]4)=[CH:13][CH:12]=3)[N:8]([S:18]([C:21]3[CH:22]=[CH:23][C:24]([CH3:25])=[CH:26][CH:27]=3)(=[O:19])=[O:20])[C:5]2=[N:6][CH:7]=1.